From a dataset of Catalyst prediction with 721,799 reactions and 888 catalyst types from USPTO. Predict which catalyst facilitates the given reaction. Reactant: [Br:1][C:2]1[CH:12]=[C:11]([CH3:13])[C:5]([O:6][CH2:7][C:8]([OH:10])=O)=[C:4]([CH3:14])[CH:3]=1.[NH2:15][C:16]1[CH:17]=[CH:18][C:19]([S:34]([CH2:37][CH3:38])(=[O:36])=[O:35])=[C:20]([CH:33]=1)[CH2:21][NH:22][C:23](=[O:32])[O:24][CH2:25][C:26]1[CH:31]=[CH:30][CH:29]=[CH:28][CH:27]=1.O=P(Cl)(Cl)Cl. Product: [Br:1][C:2]1[CH:3]=[C:4]([CH3:14])[C:5]([O:6][CH2:7][C:8]([NH:15][C:16]2[CH:17]=[CH:18][C:19]([S:34]([CH2:37][CH3:38])(=[O:36])=[O:35])=[C:20]([CH:33]=2)[CH2:21][NH:22][C:23](=[O:32])[O:24][CH2:25][C:26]2[CH:31]=[CH:30][CH:29]=[CH:28][CH:27]=2)=[O:10])=[C:11]([CH3:13])[CH:12]=1. The catalyst class is: 17.